This data is from Full USPTO retrosynthesis dataset with 1.9M reactions from patents (1976-2016). The task is: Predict the reactants needed to synthesize the given product. (1) Given the product [CH2:13]([O:12][CH2:11][CH2:10][N:7]1[C:8](=[O:9])[C@@H:2]([NH:1][C:25](=[O:26])[C:24]([CH3:23])([CH3:39])[C:28]([NH:30][CH2:31][C:32]([F:37])([F:38])[C:33]([F:34])([F:35])[F:36])=[O:29])[C:3]2[CH:22]=[CH:21][CH:20]=[CH:19][C:4]=2[C:5]2[CH:18]=[CH:17][CH:16]=[CH:15][C:6]1=2)[CH3:14], predict the reactants needed to synthesize it. The reactants are: [NH2:1][C@@H:2]1[C:8](=[O:9])[N:7]([CH2:10][CH2:11][O:12][CH2:13][CH3:14])[C:6]2[CH:15]=[CH:16][CH:17]=[CH:18][C:5]=2[C:4]2[CH:19]=[CH:20][CH:21]=[CH:22][C:3]1=2.[CH3:23][C:24]([CH3:39])([C:28]([NH:30][CH2:31][C:32]([F:38])([F:37])[C:33]([F:36])([F:35])[F:34])=[O:29])[C:25](O)=[O:26]. (2) The reactants are: [CH2:1]([O:3][P:4]([CH2:9][CH:10]([CH2:20][OH:21])[CH2:11][P:12](=[O:19])([O:16][CH2:17][CH3:18])[O:13][CH2:14][CH3:15])(=[O:8])[O:5][CH2:6][CH3:7])[CH3:2].[N:22]([CH2:25][CH2:26][O:27][C:28](=[O:32])[C:29]([CH3:31])=[CH2:30])=[C:23]=[O:24]. Given the product [CH2:14]([O:13][P:12]([CH2:11][CH:10]([CH2:20][O:21][C:23](=[O:24])[NH:22][CH2:25][CH2:26][O:27][C:28](=[O:32])[C:29]([CH3:31])=[CH2:30])[CH2:9][P:4](=[O:8])([O:5][CH2:6][CH3:7])[O:3][CH2:1][CH3:2])(=[O:19])[O:16][CH2:17][CH3:18])[CH3:15], predict the reactants needed to synthesize it.